Dataset: Full USPTO retrosynthesis dataset with 1.9M reactions from patents (1976-2016). Task: Predict the reactants needed to synthesize the given product. (1) Given the product [C:34]([O:38][C:39](=[O:44])[NH:40][CH2:41][CH2:42][N:29]1[CH2:28][CH2:27][CH:26]([C:24](=[O:25])[NH:23][C:10]2[CH:11]=[C:12]([O:14][C:15]3[CH:16]=[CH:17][C:18]([C:21]#[N:22])=[CH:19][CH:20]=3)[CH:13]=[C:8]([O:7][C:6]3[CH:5]=[CH:4][C:3]([C:1]#[N:2])=[CH:33][CH:32]=3)[CH:9]=2)[CH2:31][CH2:30]1)([CH3:37])([CH3:36])[CH3:35], predict the reactants needed to synthesize it. The reactants are: [C:1]([C:3]1[CH:33]=[CH:32][C:6]([O:7][C:8]2[CH:9]=[C:10]([NH:23][C:24]([CH:26]3[CH2:31][CH2:30][NH:29][CH2:28][CH2:27]3)=[O:25])[CH:11]=[C:12]([O:14][C:15]3[CH:20]=[CH:19][C:18]([C:21]#[N:22])=[CH:17][CH:16]=3)[CH:13]=2)=[CH:5][CH:4]=1)#[N:2].[C:34]([O:38][C:39](=[O:44])[NH:40][CH2:41][CH2:42]Br)([CH3:37])([CH3:36])[CH3:35]. (2) The reactants are: FC(F)(F)C(O)=O.[N:8]([CH2:11][CH2:12][CH2:13][CH2:14][C@@H:15]([NH:60]C(OC(C)(C)C)=O)[C:16]([O:18][C@H:19]1[C@@H:23]([OH:24])[C@H:22]([N:25]2[CH:33]=[N:32][C:31]3[C:26]2=[N:27][CH:28]=[N:29][C:30]=3[NH2:34])[O:21][C@H:20]1[CH2:35][O:36][P:37]([O:40][C@H:41]1[CH2:45][C@H:44]([N:46]2[CH:51]=[CH:50][C:49]([NH2:52])=[N:48][C:47]2=[O:53])[O:43][C@@H:42]1[CH2:54][O:55][P:56]([OH:59])([OH:58])=[O:57])([OH:39])=[O:38])=[O:17])=[N+:9]=[N-:10]. Given the product [NH2:60][C@H:15]([CH2:14][CH2:13][CH2:12][CH2:11][N:8]=[N+:9]=[N-:10])[C:16]([O:18][C@H:19]1[C@@H:23]([OH:24])[C@H:22]([N:25]2[CH:33]=[N:32][C:31]3[C:26]2=[N:27][CH:28]=[N:29][C:30]=3[NH2:34])[O:21][C@H:20]1[CH2:35][O:36][P:37]([O:40][C@H:41]1[CH2:45][C@H:44]([N:46]2[CH:51]=[CH:50][C:49]([NH2:52])=[N:48][C:47]2=[O:53])[O:43][C@@H:42]1[CH2:54][O:55][P:56]([OH:59])([OH:58])=[O:57])([OH:39])=[O:38])=[O:17], predict the reactants needed to synthesize it. (3) Given the product [CH3:21][N:22]([CH3:23])[S:17]([C:10]1[C:11]2[C:16](=[CH:15][CH:14]=[CH:13][CH:12]=2)[N:8]([CH2:7][C:3]2[NH:2][CH2:6][CH2:5][N:4]=2)[CH:9]=1)(=[O:19])=[O:18], predict the reactants needed to synthesize it. The reactants are: Cl.[NH:2]1[CH2:6][CH2:5][N:4]=[C:3]1[CH2:7][N:8]1[C:16]2[C:11](=[CH:12][CH:13]=[CH:14][CH:15]=2)[C:10]([S:17](Cl)(=[O:19])=[O:18])=[CH:9]1.[CH3:21][NH:22][CH3:23]. (4) Given the product [Br:1][C:2]1[CH:3]=[C:4]([CH:9]=[CH:10][C:11]=1[C:12]#[N:13])[C:5]([OH:7])=[O:6], predict the reactants needed to synthesize it. The reactants are: [Br:1][C:2]1[CH:3]=[C:4]([CH:9]=[CH:10][C:11]=1[C:12]#[N:13])[C:5]([O:7]C)=[O:6].[OH-].[Na+].